This data is from HIV replication inhibition screening data with 41,000+ compounds from the AIDS Antiviral Screen. The task is: Binary Classification. Given a drug SMILES string, predict its activity (active/inactive) in a high-throughput screening assay against a specified biological target. (1) The drug is O=C1C=C(N2CCCC2)c2ncccc2C1=O. The result is 0 (inactive). (2) The compound is CCOc1ccc(OCC(=O)O)c2c1CCCC2=O. The result is 0 (inactive). (3) The compound is O=C1CCC2(C=Nc3ccccc32)C2Cc3ccccc3N12. The result is 0 (inactive). (4) The result is 1 (active). The compound is COC1C2CC3C4(CCC5C6(C)CCCC53C(C14)N(C)C6)CC21CCC23C4C=C5C6=C(CCC5(CC42)C3O1)C1(C)CC(C6)CN(C)C1. (5) The compound is CN(C)CCC(=NNc1ccc([N+](=O)[O-])cc1)c1ccccc1.Cl. The result is 0 (inactive). (6) The molecule is COc1ccc2c(c1)[n+]([O-])c(C(=O)CC(=O)C(=O)Nc1cccc(Cl)c1C)c(C)[n+]2[O-]. The result is 0 (inactive). (7) The molecule is CC(C)=CCCC1(C)C=Cc2c(O)c3c(c(CC=C(C)C)c2O1)OC12C(=CC4CC1C(C)(C)OC2(CC=C(C)C(=O)O)C4=O)C3=O. The result is 0 (inactive).